Dataset: Peptide-MHC class II binding affinity with 134,281 pairs from IEDB. Task: Regression. Given a peptide amino acid sequence and an MHC pseudo amino acid sequence, predict their binding affinity value. This is MHC class II binding data. (1) The peptide sequence is GATVAVDCRPFNGGE. The MHC is HLA-DQA10501-DQB10201 with pseudo-sequence HLA-DQA10501-DQB10201. The binding affinity (normalized) is 0.365. (2) The peptide sequence is CGGTGKNTIVIPKGD. The MHC is HLA-DQA10102-DQB10602 with pseudo-sequence HLA-DQA10102-DQB10602. The binding affinity (normalized) is 0.198. (3) The peptide sequence is KTQIDQVESTAGSLQ. The MHC is HLA-DPA10103-DPB10201 with pseudo-sequence HLA-DPA10103-DPB10201. The binding affinity (normalized) is 0.206. (4) The peptide sequence is AQAAVVRFQEAANKQ. The MHC is DRB1_0901 with pseudo-sequence DRB1_0901. The binding affinity (normalized) is 0.248. (5) The peptide sequence is GALLLWMGINARDRS. The MHC is DRB1_0404 with pseudo-sequence DRB1_0404. The binding affinity (normalized) is 1.00. (6) The peptide sequence is CGYKDVDKPPFDGMT. The MHC is DRB1_1302 with pseudo-sequence DRB1_1302. The binding affinity (normalized) is 0.0637. (7) The peptide sequence is PFSRIRDGLQYGWKT. The MHC is HLA-DQA10102-DQB10501 with pseudo-sequence HLA-DQA10102-DQB10501. The binding affinity (normalized) is 0.476. (8) The peptide sequence is GAFLVRNGKKLIPSW. The MHC is HLA-DQA10303-DQB10402 with pseudo-sequence HLA-DQA10303-DQB10402. The binding affinity (normalized) is 0.723. (9) The peptide sequence is KVPPGPNITATYGDK. The MHC is HLA-DQA10501-DQB10201 with pseudo-sequence HLA-DQA10501-DQB10201. The binding affinity (normalized) is 0.264. (10) The peptide sequence is FIADPASRFYNLVLA. The MHC is HLA-DPA10301-DPB10402 with pseudo-sequence HLA-DPA10301-DPB10402. The binding affinity (normalized) is 0.403.